Dataset: Forward reaction prediction with 1.9M reactions from USPTO patents (1976-2016). Task: Predict the product of the given reaction. (1) The product is: [CH3:15][O:1][C:2]1[C:3]([CH3:14])=[C:4]([CH:8]=[CH:9][C:10]=1[N+:11]([O-:13])=[O:12])[C:5]([O:26][CH3:27])=[O:6]. Given the reactants [OH:1][C:2]1[C:3]([CH3:14])=[C:4]([CH:8]=[CH:9][C:10]=1[N+:11]([O-:13])=[O:12])[C:5](O)=[O:6].[C:15]([O-])([O-])=O.[K+].[K+].COS([O:26][CH3:27])(=O)=O, predict the reaction product. (2) Given the reactants [Br:1][C:2]1[CH:18]=[CH:17][C:5]2[NH:6][C:7]([C:9]3([C:15]#[N:16])[CH2:14][CH2:13][NH:12][CH2:11][CH2:10]3)=[N:8][C:4]=2[CH:3]=1.Cl[C:20]1[C:21]2[CH:28]=[CH:27][NH:26][C:22]=2[N:23]=[CH:24][N:25]=1.C(N(CC)CC)C, predict the reaction product. The product is: [Br:1][C:2]1[CH:18]=[CH:17][C:5]2[NH:6][C:7]([C:9]3([C:15]#[N:16])[CH2:14][CH2:13][N:12]([C:20]4[C:21]5[CH:28]=[CH:27][NH:26][C:22]=5[N:23]=[CH:24][N:25]=4)[CH2:11][CH2:10]3)=[N:8][C:4]=2[CH:3]=1. (3) Given the reactants C([O:4][C@@H:5]1[C@@H:10]([O:11]C(=O)C)[C@H:9]([O:15]C(=O)C)[C@@H:8]([CH2:19][O:20]C(=O)C)[O:7][C@@H:6]1Br)(=O)C.O[Li].O.[CH3:28][N:29]1[C@@H:45]2[CH2:46][C:34]3=[CH:35][CH:36]=[C:37]([OH:48])[C:38]4[O:39][C@H:40]5[C@@H:41]([OH:47])[CH2:42][CH2:43][C@@H:44]2[C@:32]5([C:33]=43)[CH2:31][CH2:30]1.C(O)(=O)C, predict the reaction product. The product is: [C@@H:6]1([O:48][C:37]2[CH2:36][CH2:35][C:34]3[CH2:46][C@H:45]4[N:29]([CH3:28])[CH2:30][CH2:31][C@:32]56[C:33]=3[C:38]=2[O:39][C@H:40]5[C@@H:41]([OH:47])[CH:42]=[CH:43][C@@H:44]46)[O:7][C@H:8]([CH2:19][OH:20])[C@@H:9]([OH:15])[C@H:10]([OH:11])[C@H:5]1[OH:4]. (4) The product is: [C:25]([O:24][C:22](=[O:23])/[C:21](/[C:19]#[N:20])=[CH:11]/[NH:1][C:2]1[S:3][CH:4]=[CH:5][C:6]=1[C:7]([O:9][CH3:10])=[O:8])([CH3:28])([CH3:27])[CH3:26]. Given the reactants [NH2:1][C:2]1[S:3][CH:4]=[CH:5][C:6]=1[C:7]([O:9][CH3:10])=[O:8].[CH3:11]OC(OC)N(C)C.[C:19]([CH2:21][C:22]([O:24][C:25]([CH3:28])([CH3:27])[CH3:26])=[O:23])#[N:20], predict the reaction product. (5) Given the reactants [CH2:1]([C:5]1[N:6]=[C:7]([CH3:27])[NH:8][C:9](=[O:26])[C:10]=1[CH2:11][C:12]1[CH:17]=[CH:16][C:15]([C:18]2[C:19]([C:24]#[N:25])=[CH:20][CH:21]=[CH:22][CH:23]=2)=[CH:14][CH:13]=1)[CH2:2][CH2:3][CH3:4].[H-].[Na+].CN(C)C=O.Br[CH2:36][C:37]1[CH:42]=[CH:41][C:40]([F:43])=[CH:39][CH:38]=1, predict the reaction product. The product is: [CH2:1]([C:5]1[N:6]=[C:7]([CH3:27])[N:8]([CH2:36][C:37]2[CH:42]=[CH:41][C:40]([F:43])=[CH:39][CH:38]=2)[C:9](=[O:26])[C:10]=1[CH2:11][C:12]1[CH:17]=[CH:16][C:15]([C:18]2[C:19]([C:24]#[N:25])=[CH:20][CH:21]=[CH:22][CH:23]=2)=[CH:14][CH:13]=1)[CH2:2][CH2:3][CH3:4]. (6) Given the reactants [CH3:1][O:2][C:3](=[O:20])[C:4]([N:7]1[CH:11]=[C:10]([NH:12][C:13](=[O:19])[CH:14]([NH2:18])[CH2:15][CH2:16][CH3:17])[N:9]=[CH:8]1)([CH3:6])[CH3:5].[F:21][C:22]1[CH:23]=[C:24]([CH2:29][C:30](O)=[O:31])[CH:25]=[C:26]([F:28])[CH:27]=1, predict the reaction product. The product is: [CH3:1][O:2][C:3](=[O:20])[C:4]([N:7]1[CH:11]=[C:10]([NH:12][C:13](=[O:19])[CH:14]([NH:18][C:30](=[O:31])[CH2:29][C:24]2[CH:23]=[C:22]([F:21])[CH:27]=[C:26]([F:28])[CH:25]=2)[CH2:15][CH2:16][CH3:17])[N:9]=[CH:8]1)([CH3:5])[CH3:6].